From a dataset of Cav3 T-type calcium channel HTS with 100,875 compounds. Binary Classification. Given a drug SMILES string, predict its activity (active/inactive) in a high-throughput screening assay against a specified biological target. (1) The compound is P(=O)(N1CCOCC1)(N1CCOCC1)CN1CCN(CC1)C. The result is 0 (inactive). (2) The compound is N1C2(Nc3c4c1cccc4ccc3)CCCCC2. The result is 0 (inactive). (3) The molecule is O=C(NCC)c1[nH]cnc1C(=O)NCC. The result is 0 (inactive).